Dataset: HIV replication inhibition screening data with 41,000+ compounds from the AIDS Antiviral Screen. Task: Binary Classification. Given a drug SMILES string, predict its activity (active/inactive) in a high-throughput screening assay against a specified biological target. (1) The compound is CC(C)N=C=NC(C)C. The result is 0 (inactive). (2) The molecule is S=C(Nc1cccc(-c2ccccc2)c1)Nc1ccc(Br)cn1. The result is 0 (inactive). (3) The drug is O=C1C(=C2CCCC2)CCC1=C1SSC(=C2CCC(=C3CCCC3)C2=O)S1. The result is 0 (inactive). (4) The molecule is COC1SCC(OC(C)=O)C(OC(C)=O)C1OC(C)=O. The result is 0 (inactive).